From a dataset of Full USPTO retrosynthesis dataset with 1.9M reactions from patents (1976-2016). Predict the reactants needed to synthesize the given product. (1) Given the product [OH2:4].[ClH:1].[F:17][C:14]1[CH:15]=[C:16]2[C:11]([CH:10]=[CH:9][C:8](=[O:18])[N:7]2[CH2:6][CH:5]=[O:4])=[N:12][CH:13]=1, predict the reactants needed to synthesize it. The reactants are: [ClH:1].C([O:4][CH:5](OCC)[CH2:6][N:7]1[C:16]2[C:11](=[N:12][CH:13]=[C:14]([F:17])[CH:15]=2)[CH:10]=[CH:9][C:8]1=[O:18])C. (2) Given the product [C:30]1([CH:29]([C:36]2[CH:41]=[CH:40][CH:39]=[CH:38][CH:37]=2)[NH:26][C:27]([NH:23][CH:20]2[CH2:21][CH2:22][N:17]([CH2:16][C:13]3[CH:14]=[CH:15][N:11]([C:8]4[CH:9]=[CH:10][C:5]([C:4]([F:3])([F:24])[F:25])=[CH:6][CH:7]=4)[CH:12]=3)[CH2:18][CH2:19]2)=[O:28])[CH:31]=[CH:32][CH:33]=[CH:34][CH:35]=1, predict the reactants needed to synthesize it. The reactants are: Cl.Cl.[F:3][C:4]([F:25])([F:24])[C:5]1[CH:10]=[CH:9][C:8]([N:11]2[CH:15]=[CH:14][C:13]([CH2:16][N:17]3[CH2:22][CH2:21][CH:20]([NH2:23])[CH2:19][CH2:18]3)=[CH:12]2)=[CH:7][CH:6]=1.[N:26]([CH:29]([C:36]1[CH:41]=[CH:40][CH:39]=[CH:38][CH:37]=1)[C:30]1[CH:35]=[CH:34][CH:33]=[CH:32][CH:31]=1)=[C:27]=[O:28].CCN(C(C)C)C(C)C. (3) Given the product [OH:16][C@H:17]([C:23]1[CH:24]=[CH:25][C:26]([N:29]2[C:33](=[O:34])[CH2:32][O:31][C@@H:30]2[CH2:35][CH2:36][CH2:37][C:38]2[S:42][C:41]([C:43]([O:45][CH:3]([CH3:4])[CH3:2])=[O:44])=[CH:40][CH:39]=2)=[CH:27][CH:28]=1)[CH2:18][CH2:19][CH2:20][CH2:21][CH3:22], predict the reactants needed to synthesize it. The reactants are: N12CCCN=C1CC[CH2:4][CH2:3][CH2:2]2.IC(C)C.[OH:16][C@H:17]([C:23]1[CH:28]=[CH:27][C:26]([N:29]2[C:33](=[O:34])[CH2:32][O:31][C@@H:30]2[CH2:35][CH2:36][CH2:37][C:38]2[S:42][C:41]([C:43]([OH:45])=[O:44])=[CH:40][CH:39]=2)=[CH:25][CH:24]=1)[CH2:18][CH2:19][CH2:20][CH2:21][CH3:22]. (4) Given the product [F:22][C:2]([F:1])([F:21])[CH2:3][S:4]([C:5]1[CH:10]=[C:9]([C:11]2[C:12]([C:16]([F:17])([F:18])[F:19])=[N:13][NH:14][CH:15]=2)[CH:8]=[CH:7][C:6]=1[CH3:20])=[O:24], predict the reactants needed to synthesize it. The reactants are: [F:1][C:2]([F:22])([F:21])[CH2:3][S:4][C:5]1[CH:10]=[C:9]([C:11]2[C:12]([C:16]([F:19])([F:18])[F:17])=[N:13][NH:14][CH:15]=2)[CH:8]=[CH:7][C:6]=1[CH3:20].S([O-])([O-])=[O:24].[Na+].[Na+].